Dataset: hERG potassium channel inhibition data for cardiac toxicity prediction from Karim et al.. Task: Regression/Classification. Given a drug SMILES string, predict its toxicity properties. Task type varies by dataset: regression for continuous values (e.g., LD50, hERG inhibition percentage) or binary classification for toxic/non-toxic outcomes (e.g., AMES mutagenicity, cardiotoxicity, hepatotoxicity). Dataset: herg_karim. (1) The molecule is Cc1cc(=O)n(C[C@H](N)[C@H]2CC[C@H](NCc3ncc4c(n3)NC(=O)CO4)CC2)c2cc(F)ccc12. The result is 0 (non-blocker). (2) The drug is OCCN1CCN(c2ncc3cc(-c4ccccc4)c(-c4ccc(CN5CCC(c6nnc(-c7ncccn7)[nH]6)CC5)cc4)nc3n2)CC1. The result is 0 (non-blocker). (3) The molecule is COc1ccc(Oc2cc(C)c(-c3csc(NC(=O)c4ccnc(F)c4)n3)c(C)c2)cc1. The result is 0 (non-blocker).